Dataset: Antibody developability classification from SAbDab with 2,409 antibodies. Task: Regression/Classification. Given an antibody's heavy chain and light chain sequences, predict its developability. TAP uses regression for 5 developability metrics; SAbDab uses binary classification. (1) The antibody is ['EVQLQQSGAELVKPGASVKLSCTASGFNIKDTYLHWVKQRPEHGLEWIGRIDPANGNAKYDPKFQDKATITADTSSNTAYLQLNSLTSEDTAVYYCSNRQLGLRGYYYAMDYWGQGTSVSVSS', 'YIVLTQSPVSLAVSLGQRATISCRASESVDSYGDSFMHWYQQKPGQPPKLLIYLASNLESGVPARFSGSGSRTDFTLTIDPVEADDAATYYCQQNNEDPWTFGGGTKLEIK']. Result: 0 (not developable). (2) The antibody is ['QQQLVESGGRLVNPGESLTLTCKASGFTFSTYYMSWVRQAPGKGLEWIGYIGTSSGTTYYANSVKGRFTISSDNAQNTVFLQMTSLTDSDTATYFCARGLGRINLWGPGTLVTVSS', 'ELDLTQTPSSVSAAVGGTVTINCQASQSVSNLLAWYQQKPGQPPKLLIYGASNLESGVPSRFRGSGSGTEFTLTISGMKAEDAATYYCQSGYYSAGATFGAGTNVEIK']. Result: 0 (not developable). (3) The antibody is ['EVQLVQSGGGLVQPGGSLRLSCAASGFTFNNYWMSWVRQAPGKGLEWVSSISNIGGTIYYPDSVKGRFTISRDNSKNTLYLQMNSLRAEDTAVYYCTRDLRMSDYFDYWGQGTMVTVSS', 'NFMLTQPHSVSESPGKTVTISCTRSTGNIGSNYVSWYQQRPGSSPTTVIYRDDQRPSGVPDRFSGSIDRSSNSASLTISGLKTEDEADYYCHSYSTGMYIFGGGTKLTVL']. Result: 0 (not developable). (4) The antibody is ['QEVLVQSGAEVKKPGASVKVSCRAFGYTFTGNALHWVRQAPGQGLEWLGWINPHSGDTTTSQKFQGRVYMTRDKSINTAFLDVTRLTSDDTGIYYCARDKYYGNEAVGMDVWGQGTSVTVSS', 'DIQLTQSPSFLSASVGDKVTITCRASQGVRNELAWYQQKPGKAPNLLIYYASTLQSGVPSRFSATGSGTHFTLTVSSLQPEDFATYFCQHMSSYPLTFGGGTKVEIK']. Result: 1 (developable). (5) The antibody is ['EVQLVQSGAEVKKPGASVKVSCKASGYTFTSHWMHWVRQAPGQGLEWIGEFNPSNGRTNYNEKFKSKATMTVDTSTNTAYMELSSLRSEDTAVYYCASRDYDYDGRYFDYWGQGTLVTVSS', 'DIQMTQSPSSLSASVGDRVTITCSASSSVTYMYWYQQKPGKAPKLLIYDTSNLASGVPSRFSGSGSGTDYTFTISSLQPEDIATYYCQQWSSHIFTFGQGTKVEIK']. Result: 1 (developable). (6) The antibody is ['EVQLVESGGGLVQPGGSLRLSCVASGFTFSNYNMNWVRQAPGKGLEWLSYISSSSGTIYYADSVKGRFTISRDNAKNSMYLQMNSLRAEDTAVYYCVRVEYYYGSSGYYYDFDSWGQGTLVTVSS', 'DIVMTQSPLSLPVTPGEPASISCRSSQSLLHNGYNYLDWYLQKPGQSPQLLIYLGSNRASGVPDRFSGSGSGTDFTLKISRVEAEDVGVYYCMQTLQPFTFGQGTRLEIK']. Result: 0 (not developable). (7) The antibody is ['QVQLVESGGGVVQPGRSLRLSCAASGFTFSSYGMHWVRQAPGKGLEWVAVIWYDGSNKFYEDSVKGRFTISRDNSKNTLYLQMDSLRAEDTAVYYCAREGAAVRSFYYSYYGMDVWGQGTTVTVSS', 'SYELTQPPSVSVSPGQTASITCSGDKLGNKFTSWYQRKPGQSPVLVIYQDTKRPSGIPERFSGSTSGNTATLTISGTQAMDEADYYCQAWDSSTAWVFGGGTKLEVL']. Result: 0 (not developable). (8) The antibody is ['VKLLEQSGAELVKPGASVRLSCTASGFNIKDTYMSWVKQRPEQGLEWIGRIDPANGDTKYDPKFQGKATITADTSSNTAYLHLSSLTSGDTAVYYCSRGWEGFAYWGQGTLVTVSA', 'ELVMTQTPASLAVSLGQRATISCRASENVDRYGNSFMHWYQQKAGQPPKLLIYRASNLESGIPARFSGSGSRTDFTLTINPVEADDVATYFCQRSNEVPWTFGGGTKLEIK']. Result: 0 (not developable).